Dataset: Catalyst prediction with 721,799 reactions and 888 catalyst types from USPTO. Task: Predict which catalyst facilitates the given reaction. (1) The catalyst class is: 3. Product: [CH:3]1([N:7]2[CH2:13][CH2:12][C:11]3[CH:14]=[CH:15][C:16]([N:18]([CH3:33])[C:19](=[O:32])[C:20]4[CH:25]=[CH:24][C:23]([C:26]5[CH:31]=[N:30][CH:29]=[CH:28][N:27]=5)=[CH:22][CH:21]=4)=[CH:17][C:10]=3[CH2:9][CH2:8]2)[CH2:4][CH2:5][CH2:6]1. Reactant: [H-].[Na+].[CH:3]1([N:7]2[CH2:13][CH2:12][C:11]3[CH:14]=[CH:15][C:16]([NH:18][C:19](=[O:32])[C:20]4[CH:25]=[CH:24][C:23]([C:26]5[CH:31]=[N:30][CH:29]=[CH:28][N:27]=5)=[CH:22][CH:21]=4)=[CH:17][C:10]=3[CH2:9][CH2:8]2)[CH2:6][CH2:5][CH2:4]1.[CH3:33]I. (2) Reactant: Cl.[CH3:2][S:3][CH2:4][CH2:5][N:6]1[C:10]2[CH:11]=[CH:12][C:13]([O:15][C:16]([F:19])([F:18])[F:17])=[CH:14][C:9]=2[S:8][C:7]1=[NH:20].[CH2:21](N)[C:22]#[CH:23].CC1C=CC(S(O)(=O)=O)=CC=1. Product: [CH3:2][S:3][CH2:4][CH2:5][N:6]1[C:10]2[CH:11]=[CH:12][C:13]([O:15][C:16]([F:19])([F:17])[F:18])=[CH:14][C:9]=2[S:8][C:7]1=[N:20][CH2:23][C:22]#[CH:21]. The catalyst class is: 11. (3) Reactant: [Br:1][C:2]1[C:3]([OH:17])=[C:4]([C:13]([O:15][CH3:16])=[O:14])[S:5][C:6]=1[C:7]1[N:11]([CH3:12])[N:10]=[CH:9][CH:8]=1.CO.[CH:20]1C=CC(P(C2C=CC=CC=2)C2C=CC=CC=2)=CC=1.CCOC(/N=N/C(OCC)=O)=O. Product: [Br:1][C:2]1[C:3]([O:17][CH3:20])=[C:4]([C:13]([O:15][CH3:16])=[O:14])[S:5][C:6]=1[C:7]1[N:11]([CH3:12])[N:10]=[CH:9][CH:8]=1. The catalyst class is: 1. (4) Reactant: C(O[CH2:5][CH2:6][N+:7]([O-:9])=[O:8])(=O)C.[F:10][C:11]1[CH:16]=[CH:15][C:14]([C:17]2[CH:21]=[CH:20][N:19]([CH:22]3[CH2:27][CH2:26][NH:25][CH2:24][CH2:23]3)[C:18]=2[C:28]2[CH:33]=[CH:32][N:31]=[CH:30][CH:29]=2)=[CH:13][CH:12]=1. Product: [F:10][C:11]1[CH:16]=[CH:15][C:14]([C:17]2[CH:21]=[CH:20][N:19]([CH:22]3[CH2:23][CH2:24][N:25]([CH2:5][CH2:6][N+:7]([O-:9])=[O:8])[CH2:26][CH2:27]3)[C:18]=2[C:28]2[CH:29]=[CH:30][N:31]=[CH:32][CH:33]=2)=[CH:13][CH:12]=1. The catalyst class is: 8. (5) Reactant: C[C:2]1[N:3]=[C:4]([C:9]2[CH:14]=[CH:13][C:12]([C:15]([F:18])([F:17])[F:16])=[CH:11][CH:10]=2)[S:5]C=1CO.[H-].[Na+].[CH3:21][O:22][C:23](=[O:32])[C:24]1[CH:29]=[CH:28][CH:27]=[C:26](CBr)[CH:25]=1.[CH2:33]1[CH2:37][O:36][CH2:35][CH2:34]1. Product: [CH3:21][O:22][C:23](=[O:32])[C:24]1[CH:25]=[CH:26][C:27]([CH:35]([C:34]2[S:5][CH:4]([C:9]3[CH:10]=[CH:11][C:12]([C:15]([F:16])([F:17])[F:18])=[CH:13][CH:14]=3)[N:3]([CH3:2])[CH:33]=2)[O:36][CH3:37])=[CH:28][CH:29]=1. The catalyst class is: 28. (6) Reactant: [NH2:1][C:2]1[C:7]([O:8][C:9]2[CH:14]=[CH:13][C:12]([S:15]([CH3:18])(=[O:17])=[O:16])=[CH:11][CH:10]=2)=[CH:6][C:5]([OH:19])=[CH:4][C:3]=1[CH3:20].C([O-])(=O)C.[K+].C(OC(=O)C)(=O)C.[N:33](OCCC(C)C)=O.C(=O)([O-])[O-].[K+].[K+]. Product: [CH3:18][S:15]([C:12]1[CH:11]=[CH:10][C:9]([O:8][C:7]2[CH:6]=[C:5]([OH:19])[CH:4]=[C:3]3[C:2]=2[NH:1][N:33]=[CH:20]3)=[CH:14][CH:13]=1)(=[O:17])=[O:16]. The catalyst class is: 133. (7) Reactant: Cl[C:2]1[N:7]=[C:6]([N:8]([CH2:17][C:18]([CH3:21])([CH3:20])[CH3:19])[CH2:9][C:10]2[CH:15]=[CH:14][C:13]([I:16])=[CH:12][CH:11]=2)[CH:5]=[CH:4][N:3]=1.[C-]#N.[Na+].[N:25]12CCN(CC1)C[CH2:26]2.O. Product: [CH3:19][C:18]([CH3:21])([CH3:20])[CH2:17][N:8]([CH2:9][C:10]1[CH:15]=[CH:14][C:13]([I:16])=[CH:12][CH:11]=1)[C:6]1[CH:5]=[CH:4][N:3]=[C:2]([C:26]#[N:25])[N:7]=1. The catalyst class is: 16. (8) Reactant: [H-].[Na+].[CH2:3]([N:10]1[CH2:15][CH2:14][CH2:13][N:12]2[C:16](=[O:21])[N:17]=[C:18](Cl)[CH:19]=[C:11]12)[C:4]1[CH:9]=[CH:8][CH:7]=[CH:6][CH:5]=1.[F:22][C:23]1[CH:24]=[C:25]([CH2:30][OH:31])[CH:26]=[CH:27][C:28]=1[F:29]. Product: [CH2:3]([N:10]1[CH2:15][CH2:14][CH2:13][N:12]2[C:16](=[O:21])[N:17]=[C:18]([O:31][CH2:30][C:25]3[CH:26]=[CH:27][C:28]([F:29])=[C:23]([F:22])[CH:24]=3)[CH:19]=[C:11]12)[C:4]1[CH:9]=[CH:8][CH:7]=[CH:6][CH:5]=1. The catalyst class is: 9. (9) Reactant: [Cl:1][C:2]1[N:7]=[C:6]2[S:8]C(N)=[N:10][C:5]2=[CH:4][CH:3]=1.S([O-])([O-])=O.[Na+].[Na+].C(O)=O. Product: [NH2:10][C:5]1[C:6]([SH:8])=[N:7][C:2]([Cl:1])=[CH:3][CH:4]=1. The catalyst class is: 74.